From a dataset of Catalyst prediction with 721,799 reactions and 888 catalyst types from USPTO. Predict which catalyst facilitates the given reaction. Reactant: [CH2:1]([NH:3][CH2:4][CH2:5][N:6]1[C:10](=[O:11])[C:9]2=[CH:12][CH:13]=[CH:14][CH:15]=[C:8]2[C:7]1=[O:16])[CH3:2].Br[CH2:18][CH2:19][OH:20].C(N(CC)CC)C. Product: [CH2:1]([N:3]([CH2:4][CH2:5][N:6]1[C:10](=[O:11])[C:9]2=[CH:12][CH:13]=[CH:14][CH:15]=[C:8]2[C:7]1=[O:16])[CH2:18][CH2:19][OH:20])[CH3:2]. The catalyst class is: 8.